Dataset: Reaction yield outcomes from USPTO patents with 853,638 reactions. Task: Predict the reaction yield, written as a fraction of the theoretical maximum amount of product (1.0 means a 100% yield; for example, 0.34 means a 34% yield). (1) The reactants are C[O:2][C:3]1[CH:4]=[C:5]([CH2:9][CH2:10][C:11]2[N:16]=[C:15]([NH2:17])[N:14]=[C:13]([NH:18][C:19]3[CH:24]=[CH:23][C:22]([O:25][C:26]4[CH:31]=[CH:30][N:29]=[C:28]([C:32]([F:35])([F:34])[F:33])[CH:27]=4)=[CH:21][CH:20]=3)[CH:12]=2)[CH:6]=[CH:7][CH:8]=1.[B-](Br)(Br)(Br)[S+](C)C.O.C([O-])(O)=O.[Na+]. The catalyst is C(Cl)Cl. The product is [NH2:17][C:15]1[N:16]=[C:11]([CH2:10][CH2:9][C:5]2[CH:4]=[C:3]([OH:2])[CH:8]=[CH:7][CH:6]=2)[CH:12]=[C:13]([NH:18][C:19]2[CH:20]=[CH:21][C:22]([O:25][C:26]3[CH:31]=[CH:30][N:29]=[C:28]([C:32]([F:35])([F:34])[F:33])[CH:27]=3)=[CH:23][CH:24]=2)[N:14]=1. The yield is 0.270. (2) The reactants are CO.[CH3:3][NH2:4].C(O[C:8]([C:10]1[CH:14]=[C:13]([O:15][CH2:16][CH2:17][CH2:18][N:19]2[CH2:24][CH2:23][N:22]([C:25]3[C:33]4[CH:32]=[CH:31][S:30][C:29]=4[CH:28]=[CH:27][CH:26]=3)[CH2:21][CH2:20]2)[N:12]([CH2:34][CH:35]=[CH2:36])[N:11]=1)=[O:9])C. The catalyst is CO. The product is [CH3:3][NH:4][C:8]([C:10]1[CH:14]=[C:13]([O:15][CH2:16][CH2:17][CH2:18][N:19]2[CH2:20][CH2:21][N:22]([C:25]3[C:33]4[CH:32]=[CH:31][S:30][C:29]=4[CH:28]=[CH:27][CH:26]=3)[CH2:23][CH2:24]2)[N:12]([CH2:34][CH:35]=[CH2:36])[N:11]=1)=[O:9]. The yield is 0.670. (3) The reactants are Br[C:2]1[C:7]([Cl:8])=[CH:6][C:5]([NH:9][C:10]2[N:14]=[C:13]([NH2:15])[NH:12][N:11]=2)=[CH:4][C:3]=1[Cl:16].CC1(C)C(C)(C)OB([C:25]2[CH:39]=[CH:38][C:28]([O:29][CH2:30][CH2:31][N:32]3[CH2:37][CH2:36][O:35][CH2:34][CH2:33]3)=[CH:27][CH:26]=2)O1.O1CCOCC1.O.C(=O)([O-])[O-].[K+].[K+]. The catalyst is [Pd].C1(P(C2C=CC=CC=2)C2C=CC=CC=2)C=CC=CC=1.C1(P(C2C=CC=CC=2)C2C=CC=CC=2)C=CC=CC=1.C1(P(C2C=CC=CC=2)C2C=CC=CC=2)C=CC=CC=1.C1(P(C2C=CC=CC=2)C2C=CC=CC=2)C=CC=CC=1.C(Cl)Cl.CO. The product is [Cl:16][C:3]1[CH:4]=[C:5]([NH:9][C:10]2[N:14]=[C:13]([NH2:15])[NH:12][N:11]=2)[CH:6]=[C:7]([Cl:8])[C:2]=1[C:25]1[CH:39]=[CH:38][C:28]([O:29][CH2:30][CH2:31][N:32]2[CH2:33][CH2:34][O:35][CH2:36][CH2:37]2)=[CH:27][CH:26]=1. The yield is 0.0650.